Dataset: Blood-brain barrier permeability classification from the B3DB database. Task: Regression/Classification. Given a drug SMILES string, predict its absorption, distribution, metabolism, or excretion properties. Task type varies by dataset: regression for continuous measurements (e.g., permeability, clearance, half-life) or binary classification for categorical outcomes (e.g., BBB penetration, CYP inhibition). Dataset: b3db_classification. (1) The compound is CCC1(O)CCC2C3CCC4=CCCCC4C3CCC21C. The result is 0 (does not penetrate BBB). (2) The molecule is CO/N=C(/C(=O)N[C@@H]1C(=O)N(OCC(=O)O)[C@H]1C)c1csc(N)n1. The result is 0 (does not penetrate BBB). (3) The molecule is CN(C)[C@@H]1C(=O)C(C(=O)NCN2CCN(CCO)CC2)=C(O)[C@@]2(O)C(=O)C3=C(O)c4c(O)cccc4[C@@](C)(O)[C@H]3C[C@@H]12. The result is 0 (does not penetrate BBB). (4) The drug is CC(=O)O[C@H]1C[C@@H]2C(COC(=O)CC(C)C)=CO[C@@H](OC(=O)CC(C)C)[C@@H]2[C@@]12CO2. The result is 1 (penetrates BBB). (5) The compound is CNS(=O)(=O)CCc1ccc2[nH]c(C3CCN(C)CC3)cc2c1. The result is 1 (penetrates BBB). (6) The compound is CNC1C(O)C(OC2C(N)CC(N)C(OC3OC(CN)=CCC3N)C2O)OCC1(C)O. The result is 0 (does not penetrate BBB).